This data is from Reaction yield outcomes from USPTO patents with 853,638 reactions. The task is: Predict the reaction yield, written as a fraction of the theoretical maximum amount of product (1.0 means a 100% yield; for example, 0.34 means a 34% yield). (1) The reactants are [Si:1]([O:8]S(C(F)(F)F)(=O)=O)([C:4]([CH3:7])([CH3:6])[CH3:5])([CH3:3])[CH3:2].O[C@@H:17]1[N:23]([C:24]([O:26][CH2:27][C:28]2[CH:33]=[CH:32][C:31]([NH:34][C:35](=[O:52])[C@@H:36]([NH:38][C:39](=[O:51])[C@@H:40]([NH:44][C:45]([O:47][CH2:48][CH:49]=[CH2:50])=[O:46])[CH:41]([CH3:43])[CH3:42])[CH3:37])=[CH:30][CH:29]=2)=[O:25])[C:22]2[CH:53]=[C:54]([O:59][Si:60]([CH:67]([CH3:69])[CH3:68])([CH:64]([CH3:66])[CH3:65])[CH:61]([CH3:63])[CH3:62])[C:55]([O:57][CH3:58])=[CH:56][C:21]=2[C:20](=[O:70])[N:19]2[CH:71]=[C:72](/[CH:74]=[CH:75]/[CH3:76])[CH2:73][C@@H:18]12.N1C(C)=CC=CC=1C. The catalyst is C(Cl)Cl. The product is [Si:1]([O:8][C@@H:17]1[N:23]([C:24]([O:26][CH2:27][C:28]2[CH:29]=[CH:30][C:31]([NH:34][C:35](=[O:52])[C@@H:36]([NH:38][C:39](=[O:51])[C@@H:40]([NH:44][C:45]([O:47][CH2:48][CH:49]=[CH2:50])=[O:46])[CH:41]([CH3:42])[CH3:43])[CH3:37])=[CH:32][CH:33]=2)=[O:25])[C:22]2[CH:53]=[C:54]([O:59][Si:60]([CH:61]([CH3:63])[CH3:62])([CH:67]([CH3:69])[CH3:68])[CH:64]([CH3:65])[CH3:66])[C:55]([O:57][CH3:58])=[CH:56][C:21]=2[C:20](=[O:70])[N:19]2[CH:71]=[C:72](/[CH:74]=[CH:75]/[CH3:76])[CH2:73][C@@H:18]12)([C:4]([CH3:7])([CH3:6])[CH3:5])([CH3:3])[CH3:2]. The yield is 0.570. (2) The reactants are C(O)C.[N+:4]([C:7]1[N:8]=[C:9]([CH:12]([C:20]2[CH:25]=[CH:24][CH:23]=[CH:22][CH:21]=2)[C:13]([N:15]2[CH2:19][CH2:18][CH2:17][CH2:16]2)=[O:14])[NH:10][CH:11]=1)([O-])=O.C(OCC)C.C(Cl)[Cl:32]. The catalyst is [Pd]. The product is [ClH:32].[ClH:32].[NH2:4][C:7]1[N:8]=[C:9]([CH:12]([C:20]2[CH:25]=[CH:24][CH:23]=[CH:22][CH:21]=2)[C:13]([N:15]2[CH2:16][CH2:17][CH2:18][CH2:19]2)=[O:14])[NH:10][CH:11]=1. The yield is 0.930. (3) The yield is 0.820. No catalyst specified. The reactants are [CH2:1]([C:5]1[C:9](/[CH:10]=[CH:11]/[C:12]2[S:13][C:14]([C:18]([OH:20])=O)=[C:15]([CH3:17])[N:16]=2)=[C:8]([CH3:21])[O:7][N:6]=1)[CH2:2][CH2:3][CH3:4].[O:22]=[S:23]1(=[O:29])[CH2:27][CH2:26][CH:25]([NH2:28])[CH2:24]1. The product is [O:22]=[S:23]1(=[O:29])[CH2:27][CH2:26][CH:25]([NH:28][C:18]([C:14]2[S:13][C:12](/[CH:11]=[CH:10]/[C:9]3[C:5]([CH2:1][CH2:2][CH2:3][CH3:4])=[N:6][O:7][C:8]=3[CH3:21])=[N:16][C:15]=2[CH3:17])=[O:20])[CH2:24]1.